From a dataset of Reaction yield outcomes from USPTO patents with 853,638 reactions. Predict the reaction yield, written as a fraction of the theoretical maximum amount of product (1.0 means a 100% yield; for example, 0.34 means a 34% yield). The reactants are [Cl:1][S:2]([C:5]1[CH:13]=[CH:12][C:8]([C:9]([OH:11])=[O:10])=[CH:7][CH:6]=1)(=[O:4])=[O:3].S(Cl)(Cl)=O.Cl[CH:19](Cl)C. No catalyst specified. The product is [Cl:1][S:2]([C:5]1[CH:6]=[CH:7][C:8]([C:9]([O:11][CH3:19])=[O:10])=[CH:12][CH:13]=1)(=[O:4])=[O:3]. The yield is 0.840.